This data is from Full USPTO retrosynthesis dataset with 1.9M reactions from patents (1976-2016). The task is: Predict the reactants needed to synthesize the given product. (1) The reactants are: [CH2:1]([O:3][C:4](=[O:19])[CH2:5][O:6][C:7]1[CH:12]=[C:11]([CH3:13])[C:10]([O:14][CH3:15])=[CH:9][C:8]=1[CH:16]([CH3:18])[CH3:17])[CH3:2].[H-].[Na+].[CH:22]([O:24][CH2:25]C)=O.IC. Given the product [CH2:1]([O:3][C:4](=[O:19])[C:5]([O:6][C:7]1[CH:12]=[C:11]([CH3:13])[C:10]([O:14][CH3:15])=[CH:9][C:8]=1[CH:16]([CH3:18])[CH3:17])=[CH:22][O:24][CH3:25])[CH3:2], predict the reactants needed to synthesize it. (2) Given the product [Cl:25][C:19]1[CH:18]=[C:17]([N:12]2[C@@H:13]([CH3:14])[C@@H:9]([O:8][Si:1]([C:4]([CH3:7])([CH3:6])[CH3:5])([CH3:3])[CH3:2])[CH2:10][C:11]2=[O:15])[CH:24]=[CH:23][C:20]=1[C:21]#[N:22], predict the reactants needed to synthesize it. The reactants are: [Si:1]([O:8][C@@H:9]1[C@H:13]([CH3:14])[NH:12][C:11](=[O:15])[CH2:10]1)([C:4]([CH3:7])([CH3:6])[CH3:5])([CH3:3])[CH3:2].Br[C:17]1[CH:24]=[CH:23][C:20]([C:21]#[N:22])=[C:19]([Cl:25])[CH:18]=1.C(=O)([O-])[O-].[Cs+].[Cs+].C1(P(C2C=CC=CC=2)C2C3OC4C(=CC=CC=4P(C4C=CC=CC=4)C4C=CC=CC=4)C(C)(C)C=3C=CC=2)C=CC=CC=1. (3) The reactants are: [N:1]1[CH:6]=[CH:5][CH:4]=[C:3]([NH:7][C:8](=[O:15])OCC(Cl)(Cl)Cl)[N:2]=1.Cl.Cl.[F:18][C:19]1[CH:24]=[CH:23][C:22]([F:25])=[CH:21][C:20]=1[C:26]1[CH:31]=[CH:30][N:29]=[C:28]([N:32]2[CH2:37][CH2:36][NH:35][CH2:34][CH2:33]2)[N:27]=1. Given the product [F:18][C:19]1[CH:24]=[CH:23][C:22]([F:25])=[CH:21][C:20]=1[C:26]1[CH:31]=[CH:30][N:29]=[C:28]([N:32]2[CH2:37][CH2:36][N:35]([C:8]([NH:7][C:3]3[N:2]=[N:1][CH:6]=[CH:5][CH:4]=3)=[O:15])[CH2:34][CH2:33]2)[N:27]=1, predict the reactants needed to synthesize it. (4) Given the product [C:1]([C:5]1[CH:6]=[CH:7][C:8]([C:11]2[C:20]([O:21][CH2:22][C:23]3[NH:44][N:43]=[N:42][N:24]=3)=[CH:19][CH:18]=[C:17]3[C:12]=2[CH:13]=[CH:14][C:15]([CH2:25][NH:26][C:27]([C:29]2[C:33]4[CH:34]=[CH:35][CH:36]=[CH:37][C:32]=4[O:31][C:30]=2[CH2:38][CH2:39][CH2:40][CH3:41])=[O:28])=[CH:16]3)=[CH:9][CH:10]=1)([CH3:4])([CH3:3])[CH3:2], predict the reactants needed to synthesize it. The reactants are: [C:1]([C:5]1[CH:10]=[CH:9][C:8]([C:11]2[C:20]([O:21][CH2:22][C:23]#[N:24])=[CH:19][CH:18]=[C:17]3[C:12]=2[CH:13]=[CH:14][C:15]([CH2:25][NH:26][C:27]([C:29]2[C:33]4[CH:34]=[CH:35][CH:36]=[CH:37][C:32]=4[O:31][C:30]=2[CH2:38][CH2:39][CH2:40][CH3:41])=[O:28])=[CH:16]3)=[CH:7][CH:6]=1)([CH3:4])([CH3:3])[CH3:2].[N-:42]=[N+:43]=[N-:44].[Na+].[Cl-].[NH4+].[OH-].[Na+]. (5) Given the product [C:23]1([CH2:22][N:11]([CH2:10][C:2]2[N:3]([CH2:30][CH2:31][CH2:32][C:33]#[N:34])[C:4]3[CH:9]=[CH:8][CH:7]=[CH:6][C:5]=3[N:1]=2)[CH:12]2[C:21]3[N:20]=[CH:19][CH:18]=[CH:17][C:16]=3[CH2:15][CH2:14][CH2:13]2)[CH:28]=[CH:27][CH:26]=[CH:25][CH:24]=1, predict the reactants needed to synthesize it. The reactants are: [NH:1]1[C:5]2[CH:6]=[CH:7][CH:8]=[CH:9][C:4]=2[N:3]=[C:2]1[CH2:10][N:11]([CH2:22][C:23]1[CH:28]=[CH:27][CH:26]=[CH:25][CH:24]=1)[CH:12]1[C:21]2[N:20]=[CH:19][CH:18]=[CH:17][C:16]=2[CH2:15][CH2:14][CH2:13]1.Br[CH2:30][CH2:31][CH2:32][C:33]#[N:34].CN(CC1N(CC2C=NC=CC=2)C2C=CC=CC=2N=1)C1C2N=CC=CC=2CCC1.